This data is from Reaction yield outcomes from USPTO patents with 853,638 reactions. The task is: Predict the reaction yield, written as a fraction of the theoretical maximum amount of product (1.0 means a 100% yield; for example, 0.34 means a 34% yield). (1) The reactants are Cl.Cl.Cl.[NH2:4][C:5]1[CH:10]=[CH:9][CH:8]=[CH:7][C:6]=1[NH:11][C:12](=[O:35])[C:13]1[CH:18]=[CH:17][C:16]([C:19]2[N:24]=[C:23]([CH2:25][CH2:26][CH2:27][NH:28][N:29]3[CH2:34][CH2:33][O:32][CH2:31][CH2:30]3)[N:22]=[CH:21][CH:20]=2)=[CH:15][CH:14]=1. The catalyst is O.[OH-].[NH4+]. The product is [NH2:4][C:5]1[CH:10]=[CH:9][CH:8]=[CH:7][C:6]=1[NH:11][C:12](=[O:35])[C:13]1[CH:18]=[CH:17][C:16]([C:19]2[N:24]=[C:23]([CH2:25][CH2:26][CH2:27][NH:28][N:29]3[CH2:34][CH2:33][O:32][CH2:31][CH2:30]3)[N:22]=[CH:21][CH:20]=2)=[CH:15][CH:14]=1. The yield is 0.400. (2) The reactants are C(N(CC)CC)C.[Cl-].[Mg+2].[Cl-].[Br:11][C:12]1[CH:17]=[CH:16][C:15]([CH3:18])=[CH:14][C:13]=1[OH:19].[CH2:20]=[O:21]. The catalyst is C(#N)C. The product is [Br:11][C:12]1[C:13]([OH:19])=[C:14]([C:15]([CH3:18])=[CH:16][CH:17]=1)[CH:20]=[O:21]. The yield is 0.640. (3) The reactants are [O:1]=[C:2]1[CH2:7][CH2:6][N:5]([C:8]([O:10][C:11]([CH3:14])([CH3:13])[CH3:12])=[O:9])[CH2:4][CH2:3]1.N1CCCC1.C(N(CC)CC)C.Br[CH2:28][CH:29]([CH2:34]Br)[C:30]([O:32][CH3:33])=[O:31]. The catalyst is C1C=CC=CC=1.O. The product is [C:11]([O:10][C:8]([N:5]1[CH2:4][CH:3]2[C:2](=[O:1])[CH:7]([CH2:28][CH:29]([C:30]([O:32][CH3:33])=[O:31])[CH2:34]2)[CH2:6]1)=[O:9])([CH3:14])([CH3:13])[CH3:12]. The yield is 0.698. (4) The reactants are [CH3:1][O:2][C:3]1[C:4]([NH2:11])=[C:5]([CH:8]=[CH:9][CH:10]=1)[CH:6]=O.[C:12]([C:16]1[CH:21]=[CH:20][CH:19]=[CH:18][CH:17]=1)(=O)[CH2:13][CH3:14].[OH-].[K+]. The catalyst is C(O)C. The product is [C:16]1([C:12]2[C:13]([CH3:14])=[CH:6][C:5]3[C:4](=[C:3]([O:2][CH3:1])[CH:10]=[CH:9][CH:8]=3)[N:11]=2)[CH:21]=[CH:20][CH:19]=[CH:18][CH:17]=1. The yield is 0.850. (5) The reactants are F[C:2]1C=[CH:6][C:5]([C:8]2[CH:9]=[N:10][C:11]([N:14]3[CH2:19][CH2:18][N:17]([S:20]([CH2:23][C@H:24]([CH:29]([CH3:31])[CH3:30])[C:25]([NH:27][OH:28])=[O:26])(=[O:22])=[O:21])[CH2:16][CH2:15]3)=[N:12][CH:13]=2)=[CH:4][CH:3]=1.CC(C)[C@@H](CS([N:42]1CCN(C2N=CC(C3C=NC=CC=3)=CN=2)CC1)(=O)=O)C(O)=O. No catalyst specified. The product is [N:42]1[CH:2]=[CH:3][CH:4]=[C:5]([C:8]2[CH:13]=[N:12][C:11]([N:14]3[CH2:15][CH2:16][N:17]([S:20]([CH2:23][C@H:24]([CH:29]([CH3:30])[CH3:31])[C:25]([NH:27][OH:28])=[O:26])(=[O:22])=[O:21])[CH2:18][CH2:19]3)=[N:10][CH:9]=2)[CH:6]=1. The yield is 0.880. (6) The reactants are [O:1]=[C:2]1[N:6]([C:7]([O:9][CH3:10])=[O:8])[C@H:5]([C:11]([O:13][CH3:14])=[O:12])[CH2:4][CH2:3]1.[CH2:15]([BH-](CC)CC)C.[Li+].O.C1(C)C=CC(S(O)(=O)=O)=CC=1. The catalyst is O1CCCC1.C(=O)(O)[O-].[Na+]. The product is [CH3:15][O:1][CH:2]1[N:6]([C:7]([O:9][CH3:10])=[O:8])[C@H:5]([C:11]([O:13][CH3:14])=[O:12])[CH2:4][CH2:3]1. The yield is 0.610. (7) The reactants are [BH4-].[Na+].[C:3]1([S:9]([N:12]2[C:20]3[C:15](=[CH:16][C:17]([C:21](=O)[CH3:22])=[CH:18][CH:19]=3)[CH2:14][CH2:13]2)(=[O:11])=[O:10])[CH:8]=[CH:7][CH:6]=[CH:5][CH:4]=1.O.[OH-].[Na+]. The catalyst is C(O)(C(F)(F)F)=O. The product is [CH2:21]([C:17]1[CH:16]=[C:15]2[C:20](=[CH:19][CH:18]=1)[N:12]([S:9]([C:3]1[CH:8]=[CH:7][CH:6]=[CH:5][CH:4]=1)(=[O:11])=[O:10])[CH2:13][CH2:14]2)[CH3:22]. The yield is 0.470. (8) The reactants are Cl[S:2]([C:5]1[CH:6]=[C:7]([CH:11]=[CH:12][CH:13]=1)[C:8]([OH:10])=[O:9])(=[O:4])=[O:3].[CH2:14]([NH2:21])[C:15]1[CH:20]=[CH:19][CH:18]=[CH:17][CH:16]=1. The catalyst is C(Cl)Cl. The product is [CH2:14]([NH:21][S:2]([C:5]1[CH:6]=[C:7]([CH:11]=[CH:12][CH:13]=1)[C:8]([OH:10])=[O:9])(=[O:4])=[O:3])[C:15]1[CH:20]=[CH:19][CH:18]=[CH:17][CH:16]=1. The yield is 1.00. (9) The reactants are [OH-].[K+].[Cl:3][C:4]1[CH:5]=[C:6]([C:13]([CH3:20])([CH3:19])[C:14]([O:16]CC)=[O:15])[CH:7]=[CH:8][C:9]=1[N+:10]([O-:12])=[O:11]. The catalyst is CO. The product is [Cl:3][C:4]1[CH:5]=[C:6]([C:13]([CH3:20])([CH3:19])[C:14]([OH:16])=[O:15])[CH:7]=[CH:8][C:9]=1[N+:10]([O-:12])=[O:11]. The yield is 0.950. (10) The reactants are [OH:1][CH2:2][CH2:3][CH2:4][N:5]1[C:13]2[C:8](=[CH:9][CH:10]=[CH:11][CH:12]=2)[C:7]2([C:17]3=[CH:18][C:19]4[O:23][CH2:22][O:21][C:20]=4[CH:24]=[C:16]3[O:15][CH2:14]2)[C:6]1=[O:25].CC(OI1(OC(C)=O)(OC(C)=O)OC(=O)C2C1=CC=CC=2)=O. The catalyst is ClCCl.C(OCC)(=O)C. The product is [O:25]=[C:6]1[C:7]2([C:17]3=[CH:18][C:19]4[O:23][CH2:22][O:21][C:20]=4[CH:24]=[C:16]3[O:15][CH2:14]2)[C:8]2[C:13](=[CH:12][CH:11]=[CH:10][CH:9]=2)[N:5]1[CH2:4][CH2:3][CH:2]=[O:1]. The yield is 0.800.